From a dataset of Reaction yield outcomes from USPTO patents with 853,638 reactions. Predict the reaction yield, written as a fraction of the theoretical maximum amount of product (1.0 means a 100% yield; for example, 0.34 means a 34% yield). (1) The reactants are [CH2:1]([C:3]1[O:7][N:6]=[C:5]([NH2:8])[CH:4]=1)[CH3:2].Br[C:10]1[C:11](=[O:18])[N:12]([CH3:17])[CH:13]=[C:14]([Br:16])[CH:15]=1.CC1(C)C2C(=C(P(C3C=CC=CC=3)C3C=CC=CC=3)C=CC=2)OC2C(P(C3C=CC=CC=3)C3C=CC=CC=3)=CC=CC1=2.C([O-])([O-])=O.[Cs+].[Cs+]. The catalyst is C1C=CC(/C=C/C(/C=C/C2C=CC=CC=2)=O)=CC=1.C1C=CC(/C=C/C(/C=C/C2C=CC=CC=2)=O)=CC=1.C1C=CC(/C=C/C(/C=C/C2C=CC=CC=2)=O)=CC=1.[Pd].[Pd].O1CCOCC1. The product is [Br:16][C:14]1[CH:15]=[C:10]([NH:8][C:5]2[CH:4]=[C:3]([CH2:1][CH3:2])[O:7][N:6]=2)[C:11](=[O:18])[N:12]([CH3:17])[CH:13]=1. The yield is 0.450. (2) The reactants are [F:1][C:2]1[CH:33]=[CH:32][C:5]([CH2:6][NH:7][C:8]([C:10]2[NH:11][C:12](=[O:31])[C:13]3[C:18]([CH2:19][O:20][CH2:21][C@@H:22]4[CH2:27][O:26][C@@H:25]([C:28](O)=[O:29])[CH2:24][O:23]4)=[CH:17][S:16][C:14]=3[N:15]=2)=[O:9])=[CH:4][C:3]=1[O:34][CH3:35].C(Cl)(=O)C(Cl)=O.C[N:43](C)C=O. The catalyst is O1CCCC1. The product is [F:1][C:2]1[CH:33]=[CH:32][C:5]([CH2:6][NH:7][C:8]([C:10]2[NH:11][C:12](=[O:31])[C:13]3[C:18]([CH2:19][O:20][CH2:21][C@H:22]4[CH2:27][O:26][C@H:25]([C:28](=[O:29])[NH2:43])[CH2:24][O:23]4)=[CH:17][S:16][C:14]=3[N:15]=2)=[O:9])=[CH:4][C:3]=1[O:34][CH3:35]. The yield is 0.0800. (3) The reactants are [CH2:1]([N:8]1[CH:13]=[C:12]([Cl:14])[N:11]=[C:10]([NH:15][C:16]2[C:21](Br)=[CH:20][C:19]([CH3:23])=[CH:18][N:17]=2)[C:9]1=[O:24])[C:2]1[CH:7]=[CH:6][CH:5]=[CH:4][CH:3]=1.C(N(CC)CC)C.[Si:32]([C:36]#[CH:37])([CH3:35])([CH3:34])[CH3:33]. The catalyst is C1COCC1.CCOC(C)=O.Cl[Pd](Cl)([P](C1C=CC=CC=1)(C1C=CC=CC=1)C1C=CC=CC=1)[P](C1C=CC=CC=1)(C1C=CC=CC=1)C1C=CC=CC=1.[Cu](I)I.C1(P(C2C=CC=CC=2)C2C=CC=CC=2)C=CC=CC=1. The product is [CH2:1]([N:8]1[CH:13]=[C:12]([Cl:14])[N:11]=[C:10]([NH:15][C:16]2[C:21]([C:37]#[C:36][Si:32]([CH3:35])([CH3:34])[CH3:33])=[CH:20][C:19]([CH3:23])=[CH:18][N:17]=2)[C:9]1=[O:24])[C:2]1[CH:7]=[CH:6][CH:5]=[CH:4][CH:3]=1. The yield is 0.960. (4) The reactants are [O:1]([C:8]1[CH:16]=[CH:15][C:11]2[N:12]=[CH:13][S:14][C:10]=2[CH:9]=1)[C:2]1[CH:7]=[CH:6][CH:5]=[CH:4][CH:3]=1.[C:17]([O-:20])([O-])=[O:18].[Cs+].[Cs+].[CH3:23]I.O. The catalyst is CN(C=O)C. The product is [CH3:23][O:20][C:17]([C:13]1[S:14][C:10]2[CH:9]=[C:8]([O:1][C:2]3[CH:3]=[CH:4][CH:5]=[CH:6][CH:7]=3)[CH:16]=[CH:15][C:11]=2[N:12]=1)=[O:18]. The yield is 0.570. (5) The reactants are [CH2:1]1[C@@H:5]2[CH2:6][NH:7][CH2:8][C@@H:4]2[CH2:3][N:2]1[C:9]([O:11][C:12]([CH3:15])([CH3:14])[CH3:13])=[O:10].Br[C:17]1[CH:18]=[N:19][CH:20]=[C:21]([CH:27]=1)[C:22]([O:24][CH2:25][CH3:26])=[O:23].C(=O)([O-])[O-].[Cs+].[Cs+]. The catalyst is O1CCOCC1.C1C=CC(/C=C/C(/C=C/C2C=CC=CC=2)=O)=CC=1.C1C=CC(/C=C/C(/C=C/C2C=CC=CC=2)=O)=CC=1.C1C=CC(/C=C/C(/C=C/C2C=CC=CC=2)=O)=CC=1.[Pd].[Pd].C1(P(C2C=CC=CC=2)C2C3OC4C(=CC=CC=4P(C4C=CC=CC=4)C4C=CC=CC=4)C(C)(C)C=3C=CC=2)C=CC=CC=1. The product is [CH2:25]([O:24][C:22]([C:21]1[CH:27]=[C:17]([N:7]2[CH2:6][C@@H:5]3[CH2:1][N:2]([C:9]([O:11][C:12]([CH3:15])([CH3:14])[CH3:13])=[O:10])[CH2:3][C@@H:4]3[CH2:8]2)[CH:18]=[N:19][CH:20]=1)=[O:23])[CH3:26]. The yield is 0.940.